The task is: Predict the reaction yield, written as a fraction of the theoretical maximum amount of product (1.0 means a 100% yield; for example, 0.34 means a 34% yield).. This data is from Reaction yield outcomes from USPTO patents with 853,638 reactions. (1) The reactants are [F:1][C:2]1[CH:7]=[C:6]([N:8]([CH2:21][C:22]2[CH:23]=[C:24]([C:32]3[C:37]([CH3:38])=[CH:36][C:35]([O:39][CH:40]4[CH2:45][CH2:44][S:43](=[O:46])[CH2:42][CH2:41]4)=[CH:34][C:33]=3[CH3:47])[C:25]([O:28][CH:29]([CH3:31])[CH3:30])=[CH:26][CH:27]=2)[S:9]([C:12]2[CH:17]=[CH:16][CH:15]=[CH:14][C:13]=2[N+:18]([O-:20])=[O:19])(=[O:11])=[O:10])[CH:5]=[CH:4][C:3]=1[CH2:48][CH2:49][C:50]([O:52][CH2:53][CH3:54])=[O:51].ClC1C=CC=C(C(OO)=[O:63])C=1. The catalyst is C(OCC)(=O)C. The product is [O:46]=[S:43]1(=[O:63])[CH2:44][CH2:45][CH:40]([O:39][C:35]2[CH:34]=[C:33]([CH3:47])[C:32]([C:24]3[C:25]([O:28][CH:29]([CH3:31])[CH3:30])=[CH:26][CH:27]=[C:22]([CH2:21][N:8]([S:9]([C:12]4[CH:17]=[CH:16][CH:15]=[CH:14][C:13]=4[N+:18]([O-:20])=[O:19])(=[O:10])=[O:11])[C:6]4[CH:5]=[CH:4][C:3]([CH2:48][CH2:49][C:50]([O:52][CH2:53][CH3:54])=[O:51])=[C:2]([F:1])[CH:7]=4)[CH:23]=3)=[C:37]([CH3:38])[CH:36]=2)[CH2:41][CH2:42]1. The yield is 0.930. (2) The reactants are Br[CH2:2][C:3]1[C:13]([Cl:14])=[N:12][CH:11]=[CH:10][C:4]=1[C:5]([O:7]CC)=O.Cl.[Cl:16][C:17]1[CH:18]=[C:19]([CH:28]([NH2:30])[CH3:29])[CH:20]=[CH:21][C:22]=1[O:23][C:24]([F:27])([F:26])[F:25]. No catalyst specified. The product is [Cl:14][C:13]1[C:3]2[CH2:2][N:30]([CH:28]([C:19]3[CH:20]=[CH:21][C:22]([O:23][C:24]([F:25])([F:26])[F:27])=[C:17]([Cl:16])[CH:18]=3)[CH3:29])[C:5](=[O:7])[C:4]=2[CH:10]=[CH:11][N:12]=1. The yield is 0.600. (3) The reactants are [CH2:1]([O:8][CH2:9][CH2:10][CH2:11][CH2:12][CH2:13][CH2:14][CH2:15][CH2:16][CH2:17][CH2:18][CH2:19][CH2:20][Br:21])[C:2]1[CH:7]=[CH:6][CH:5]=[CH:4][CH:3]=1.[CH:22]1[CH:27]=[CH:26][C:25]([P:28]([C:35]2[CH:40]=[CH:39][CH:38]=[CH:37][CH:36]=2)[C:29]2[CH:34]=[CH:33][CH:32]=[CH:31][CH:30]=2)=[CH:24][CH:23]=1. No catalyst specified. The product is [Br-:21].[CH2:1]([O:8][CH2:9][CH2:10][CH2:11][CH2:12][CH2:13][CH2:14][CH2:15][CH2:16][CH2:17][CH2:18][CH2:19][CH2:20][P+:28]([C:29]1[CH:30]=[CH:31][CH:32]=[CH:33][CH:34]=1)([C:35]1[CH:40]=[CH:39][CH:38]=[CH:37][CH:36]=1)[C:25]1[CH:24]=[CH:23][CH:22]=[CH:27][CH:26]=1)[C:2]1[CH:7]=[CH:6][CH:5]=[CH:4][CH:3]=1. The yield is 0.910. (4) The reactants are [CH3:1][S:2]([C:5]1[CH:6]=[CH:7][C:8]([O:14][CH:15]([CH3:20])[C:16]([F:19])([F:18])[F:17])=[C:9]([CH:13]=1)[C:10]([OH:12])=O)(=[O:4])=[O:3].Cl.[CH3:22][S:23]([C:26]1[S:30][C:29]([N:31]2[CH2:36][CH2:35][NH:34][CH2:33][CH2:32]2)=[N:28][CH:27]=1)(=[O:25])=[O:24]. No catalyst specified. The product is [CH3:22][S:23]([C:26]1[S:30][C:29]([N:31]2[CH2:36][CH2:35][N:34]([C:10]([C:9]3[CH:13]=[C:5]([S:2]([CH3:1])(=[O:3])=[O:4])[CH:6]=[CH:7][C:8]=3[O:14][CH:15]([CH3:20])[C:16]([F:19])([F:18])[F:17])=[O:12])[CH2:33][CH2:32]2)=[N:28][CH:27]=1)(=[O:24])=[O:25]. The yield is 0.290. (5) The reactants are [C:1]([O:5][C:6]([NH:8][C@H:9]([C:13]([OH:16])([CH3:15])[CH3:14])[C:10]([OH:12])=O)=[O:7])([CH3:4])([CH3:3])[CH3:2].CN(C(ON1N=N[C:27]2[CH:28]=[CH:29][CH:30]=[N:31][C:26]1=2)=[N+](C)C)C.F[P-](F)(F)(F)(F)F.C1(N)CCCC1.CCN(CC)CC. The catalyst is C(Cl)Cl. The product is [CH:26]1([NH:31][C:10](=[O:12])[C@H:9]([NH:8][C:6](=[O:7])[O:5][C:1]([CH3:2])([CH3:3])[CH3:4])[C:13]([OH:16])([CH3:15])[CH3:14])[CH2:27][CH2:28][CH2:29][CH2:30]1. The yield is 0.930. (6) The reactants are [NH:1]1[CH:5]=[CH:4][C:3]([C:6]2[S:7][C:8]([CH:11]=[O:12])=[CH:9][N:10]=2)=[N:2]1.IC.[C:15](=O)([O-])[O-].[K+].[K+].CCOC(C)=O.CCCCCC. The catalyst is CN(C=O)C. The product is [CH3:15][N:1]1[CH:5]=[CH:4][C:3]([C:6]2[S:7][C:8]([CH:11]=[O:12])=[CH:9][N:10]=2)=[N:2]1. The yield is 0.380. (7) The reactants are Br[C:2]1[N:7]=[C:6]([NH2:8])[CH:5]=[CH:4][CH:3]=1.[CH2:9]([N:13]1[N:17]=[C:16]2[CH:18]=[CH:19][CH:20]=[CH:21][C:15]2=[N:14]1)[CH2:10][C:11]#[CH:12]. No catalyst specified. The product is [N:14]1[N:13]([CH2:9][CH2:10][C:11]#[C:12][C:2]2[N:7]=[C:6]([NH2:8])[CH:5]=[CH:4][CH:3]=2)[N:17]=[C:16]2[CH:18]=[CH:19][CH:20]=[CH:21][C:15]=12. The yield is 0.310. (8) The reactants are [Cl:1][C:2]1[CH:7]=[CH:6][C:5]([C@H:8]2[N:15]3[C:11]([S:12][C:13]([C:19]([N:21]4[CH2:41][C@H:40]([F:42])[CH2:39][C@H:22]4[C:23]([N:25]4[CH2:32][C:29]5([CH2:31][CH2:30]5)[N:28](C(=O)C(F)(F)F)[CH2:27][CH2:26]4)=[O:24])=[O:20])=[C:14]3[CH:16]([CH3:18])[CH3:17])=[N:10][C@:9]2([C:44]2[CH:45]=[N:46][C:47]([Cl:50])=[CH:48][CH:49]=2)[CH3:43])=[CH:4][C:3]=1[F:51].C(=O)([O-])[O-].[K+].[K+]. The catalyst is CO.C(OCC)(=O)C. The product is [Cl:1][C:2]1[CH:7]=[CH:6][C:5]([C@H:8]2[N:15]3[C:11]([S:12][C:13]([C:19]([N:21]4[CH2:41][C@H:40]([F:42])[CH2:39][C@H:22]4[C:23]([N:25]4[CH2:32][C:29]5([CH2:30][CH2:31]5)[NH:28][CH2:27][CH2:26]4)=[O:24])=[O:20])=[C:14]3[CH:16]([CH3:17])[CH3:18])=[N:10][C@:9]2([C:44]2[CH:45]=[N:46][C:47]([Cl:50])=[CH:48][CH:49]=2)[CH3:43])=[CH:4][C:3]=1[F:51]. The yield is 0.550. (9) The reactants are [C:1]([O:5][C:6](=[O:22])[NH:7][CH:8]([C:11]1[CH:16]=[C:15]([Cl:17])[C:14]([CH3:18])=[C:13](Br)[C:12]=1[O:20][CH3:21])[CH2:9][CH3:10])([CH3:4])([CH3:3])[CH3:2].[F:23][C:24]1[CH:25]=[N:26][CH:27]=[C:28](B2OC(C)(C)C(C)(C)O2)[CH:29]=1.C(=O)([O-])[O-].[K+].[K+]. The catalyst is O1CCOCC1.O.C1C=CC([P]([Pd]([P](C2C=CC=CC=2)(C2C=CC=CC=2)C2C=CC=CC=2)([P](C2C=CC=CC=2)(C2C=CC=CC=2)C2C=CC=CC=2)[P](C2C=CC=CC=2)(C2C=CC=CC=2)C2C=CC=CC=2)(C2C=CC=CC=2)C2C=CC=CC=2)=CC=1. The product is [Cl:17][C:15]1[C:14]([CH3:18])=[C:13]([C:28]2[CH:27]=[N:26][CH:25]=[C:24]([F:23])[CH:29]=2)[C:12]([O:20][CH3:21])=[C:11]([CH:8]([NH:7][C:6](=[O:22])[O:5][C:1]([CH3:4])([CH3:3])[CH3:2])[CH2:9][CH3:10])[CH:16]=1. The yield is 0.770.